Dataset: Forward reaction prediction with 1.9M reactions from USPTO patents (1976-2016). Task: Predict the product of the given reaction. (1) The product is: [NH2:1][C:2]1[C:11]([F:12])=[C:10]([F:13])[C:9]2[O:14][CH2:15][C@H:16]([CH3:17])[N:7]3[C:8]=2[C:3]=1[C:4](=[O:21])[C:5]([C:18]#[N:20])=[CH:6]3. Given the reactants [NH2:1][C:2]1[C:11]([F:12])=[C:10]([F:13])[C:9]2[O:14][CH2:15][C@H:16]([CH3:17])[N:7]3[C:8]=2[C:3]=1[C:4](=[O:21])[C:5]([C:18]([NH2:20])=O)=[CH:6]3.C(N(CC)CC)C.O=P(Cl)(Cl)Cl.N#N, predict the reaction product. (2) Given the reactants [Si]([O:8][N:9]=[C:10]1[C:18]2[C:13](=[CH:14][C:15]([NH:19][C:20]3[C:28]4[C:23](=[CH:24][N:25]=[CH:26][CH:27]=4)[S:22][C:21]=3[C:29]([NH:31][C:32]3[CH:37]=[CH:36][CH:35]=[CH:34][CH:33]=3)=[O:30])=[CH:16][CH:17]=2)[CH2:12][CH2:11]1)(C(C)(C)C)(C)C.CCCC[N+](CCCC)(CCCC)CCCC.[F-], predict the reaction product. The product is: [OH:8][N:9]=[C:10]1[C:18]2[C:13](=[CH:14][C:15]([NH:19][C:20]3[C:28]4[C:23](=[CH:24][N:25]=[CH:26][CH:27]=4)[S:22][C:21]=3[C:29]([NH:31][C:32]3[CH:37]=[CH:36][CH:35]=[CH:34][CH:33]=3)=[O:30])=[CH:16][CH:17]=2)[CH2:12][CH2:11]1.